The task is: Predict the reaction yield, written as a fraction of the theoretical maximum amount of product (1.0 means a 100% yield; for example, 0.34 means a 34% yield).. This data is from Reaction yield outcomes from USPTO patents with 853,638 reactions. (1) The reactants are [Cl:1][C:2]1[CH:10]=[C:9]2[C:5]([C:6]([C:11]([O:13]C)=[O:12])=[CH:7][NH:8]2)=[CH:4][C:3]=1[C:15]1[CH:20]=[CH:19][C:18]([C@H:21]2[CH2:24][C@H:23]([OH:25])[CH2:22]2)=[CH:17][CH:16]=1.[OH-].[Na+].Cl. The catalyst is CO.O. The product is [Cl:1][C:2]1[CH:10]=[C:9]2[C:5]([C:6]([C:11]([OH:13])=[O:12])=[CH:7][NH:8]2)=[CH:4][C:3]=1[C:15]1[CH:16]=[CH:17][C:18]([C@H:21]2[CH2:24][C@H:23]([OH:25])[CH2:22]2)=[CH:19][CH:20]=1. The yield is 0.540. (2) The reactants are Br[C:2]1[C:3]([N:17]2[CH2:22][CH2:21][CH2:20][C@@H:19]([NH:23]C(=O)OC(C)(C)C)[CH2:18]2)=[C:4]2[C:10]([NH:11][C:12]([CH:14]3[CH2:16][CH2:15]3)=[O:13])=[CH:9][NH:8][C:5]2=[N:6][CH:7]=1.CC1(C)C2C=CC=C(P(C3C=CC=CC=3)C3C=CC=CC=3)C=2OC2C1=CC=CC=2P(C1C=CC=CC=1)C1C=CC=CC=1.[CH3:73][CH:74]([SH:76])[CH3:75].C(N(C(C)C)C(C)C)C.C(Cl)[Cl:87]. The catalyst is O1CCOCC1.C1C=CC(/C=C/C(/C=C/C2C=CC=CC=2)=O)=CC=1.C1C=CC(/C=C/C(/C=C/C2C=CC=CC=2)=O)=CC=1.C1C=CC(/C=C/C(/C=C/C2C=CC=CC=2)=O)=CC=1.[Pd].[Pd].O. The product is [ClH:87].[NH2:23][C@@H:19]1[CH2:20][CH2:21][CH2:22][N:17]([C:3]2[C:2]([S:76][CH:74]([CH3:75])[CH3:73])=[CH:7][N:6]=[C:5]3[NH:8][CH:9]=[C:10]([NH:11][C:12]([CH:14]4[CH2:16][CH2:15]4)=[O:13])[C:4]=23)[CH2:18]1. The yield is 0.510. (3) The reactants are [Br:1][C:2]1[CH:3]=[C:4]([CH:6]=[CH:7][C:8]=1[F:9])[NH2:5].Cl[C:11](Cl)(Cl)[CH:12]([OH:14])O.Cl.[NH2:18][OH:19].S([O-])([O-])(=O)=O.[Na+].[Na+].Cl. The catalyst is O. The product is [Br:1][C:2]1[CH:3]=[C:4]([NH:5][C:12](=[O:14])[CH:11]=[N:18][OH:19])[CH:6]=[CH:7][C:8]=1[F:9]. The yield is 0.610. (4) The reactants are O=C1C2C(=CC=CC=2)C(=O)[N:3]1[CH2:12][CH2:13][CH2:14][CH2:15][C:16]1[CH:21]=[CH:20][C:19]([S:22]([NH:25][C@@H:26]([CH:30]([CH3:32])[CH3:31])[C:27]([NH2:29])=[O:28])(=[O:24])=[O:23])=[CH:18][CH:17]=1.CN. No catalyst specified. The product is [NH2:3][CH2:12][CH2:13][CH2:14][CH2:15][C:16]1[CH:17]=[CH:18][C:19]([S:22]([NH:25][C@@H:26]([CH:30]([CH3:32])[CH3:31])[C:27]([NH2:29])=[O:28])(=[O:24])=[O:23])=[CH:20][CH:21]=1. The yield is 0.540.